From a dataset of Full USPTO retrosynthesis dataset with 1.9M reactions from patents (1976-2016). Predict the reactants needed to synthesize the given product. (1) Given the product [NH2:13][C:14]1[CH:19]=[CH:18][C:17]([C:20]2[S:21][CH:22]=[CH:23][CH:24]=2)=[CH:16][C:15]=1[NH:25][C:26]([C:28]1[CH:33]=[CH:32][C:31]([CH2:34][CH2:35][C:36]([O:38][CH3:6])=[O:37])=[CH:30][CH:29]=1)=[O:27], predict the reactants needed to synthesize it. The reactants are: [OH-].[K+].N(N(C)[C:6](N)=O)=O.[N+](=C)=[N-].[NH2:13][C:14]1[CH:19]=[CH:18][C:17]([C:20]2[S:21][CH:22]=[CH:23][CH:24]=2)=[CH:16][C:15]=1[NH:25][C:26]([C:28]1[CH:33]=[CH:32][C:31]([CH2:34][CH2:35][C:36]([OH:38])=[O:37])=[CH:30][CH:29]=1)=[O:27]. (2) The reactants are: [N+:1]([C:4]1[CH:5]=[N:6][NH:7][CH:8]=1)([O-:3])=[O:2].Cl[CH2:10][C:11]([CH3:14])([OH:13])[CH3:12].C(=O)([O-])[O-].[Cs+].[Cs+]. Given the product [CH3:10][C:11]([OH:13])([CH3:14])[CH2:12][N:6]1[CH:5]=[C:4]([N+:1]([O-:3])=[O:2])[CH:8]=[N:7]1, predict the reactants needed to synthesize it. (3) Given the product [Cl:24][C:25]1[CH:30]=[CH:29][C:28]([C:2]2[S:3][C:4]([C:10]([C:12]3[O:13][CH:14]=[CH:15][CH:16]=3)=[O:11])=[CH:5][C:6]=2[CH2:7][C:8]#[N:9])=[CH:27][CH:26]=1, predict the reactants needed to synthesize it. The reactants are: Br[C:2]1[S:3][C:4]([C:10]([C:12]2[O:13][CH:14]=[CH:15][CH:16]=2)=[O:11])=[CH:5][C:6]=1[CH2:7][C:8]#[N:9].C1(C)C=CC=CC=1.[Cl:24][C:25]1[CH:30]=[CH:29][C:28](B(O)O)=[CH:27][CH:26]=1.C([O-])([O-])=O.[Na+].[Na+].